From a dataset of Forward reaction prediction with 1.9M reactions from USPTO patents (1976-2016). Predict the product of the given reaction. (1) Given the reactants [O:1]=[C:2]([CH2:10][CH2:11][CH2:12][CH3:13])[C:3]([O:5][CH2:6][CH2:7][CH2:8][CH3:9])=[O:4].[Br:14]Br, predict the reaction product. The product is: [Br:14][CH:10]([CH2:11][CH2:12][CH3:13])[C:2](=[O:1])[C:3]([O:5][CH2:6][CH2:7][CH2:8][CH3:9])=[O:4]. (2) Given the reactants [Br:1][C:2]1[CH:7]=[C:6]([C:8]([F:20])([C:16]([F:19])([F:18])[F:17])[C:9]([F:15])([F:14])[C:10]([F:13])([F:12])[F:11])[CH:5]=[C:4]([Cl:21])[C:3]=1[NH:22][C:23](=[O:35])[C:24]1[CH:29]=[CH:28][C:27]([C:30]#[N:31])=[C:26]([N+:32]([O-])=O)[CH:25]=1.[OH-].[Na+].S(S([O-])=O)([O-])=O.[Na+].[Na+], predict the reaction product. The product is: [NH2:32][C:26]1[CH:25]=[C:24]([CH:29]=[CH:28][C:27]=1[C:30]#[N:31])[C:23]([NH:22][C:3]1[C:4]([Cl:21])=[CH:5][C:6]([C:8]([F:20])([C:16]([F:17])([F:18])[F:19])[C:9]([F:14])([F:15])[C:10]([F:11])([F:12])[F:13])=[CH:7][C:2]=1[Br:1])=[O:35]. (3) Given the reactants [N:1]1[CH:6]=[CH:5][CH:4]=[C:3]([C:7]2[S:8][CH:9]=[C:10]([C:12](OCC)=[O:13])[N:11]=2)[CH:2]=1.CC(C[AlH]CC(C)C)C.CO.C(C(C(C([O-])=O)O)O)([O-])=O.[K+].[Na+], predict the reaction product. The product is: [N:1]1[CH:6]=[CH:5][CH:4]=[C:3]([C:7]2[S:8][CH:9]=[C:10]([CH:12]=[O:13])[N:11]=2)[CH:2]=1. (4) Given the reactants [CH:1]1([C:6]2[NH:10][C:9]3[C:11]([C:16]([OH:18])=O)=[CH:12][CH:13]=[C:14]([OH:15])[C:8]=3[N:7]=2)[CH2:5][CH2:4][CH2:3][CH2:2]1.[NH2:19][CH2:20][CH:21]1[CH2:26][CH2:25][CH2:24][N:23](C(OC(C)(C)C)=O)[CH2:22]1, predict the reaction product. The product is: [CH:1]1([C:6]2[NH:10][C:9]3[C:11]([C:16]([NH:19][CH2:20][CH:21]4[CH2:26][CH2:25][CH2:24][NH:23][CH2:22]4)=[O:18])=[CH:12][CH:13]=[C:14]([OH:15])[C:8]=3[N:7]=2)[CH2:2][CH2:3][CH2:4][CH2:5]1. (5) The product is: [NH2:6][C:7]1[C:8]([C:26]([NH:28][C:29]2[CH:30]=[N:31][CH:32]=[CH:33][CH:34]=2)=[O:27])=[N:9][C:10]([C:13]2[CH:14]=[CH:15][C:16]([CH2:19][CH2:20][NH:21][CH2:22][CH2:23][O:24][CH3:25])=[CH:17][CH:18]=2)=[CH:11][N:12]=1.[ClH:35].[ClH:35].[ClH:35].[NH2:6][C:7]1[C:8]([C:26]([NH:28][C:29]2[CH:30]=[N:31][CH:32]=[CH:33][CH:34]=2)=[O:27])=[N:9][C:10]([C:13]2[CH:14]=[CH:15][C:16]([CH2:19][CH2:20][NH:5][CH2:4][CH2:3][O:2][CH3:1])=[CH:17][CH:18]=2)=[CH:11][N:12]=1. Given the reactants [CH3:1][O:2][CH2:3][CH2:4][NH2:5].[NH2:6][C:7]1[C:8]([C:26]([NH:28][C:29]2[CH:30]=[N:31][CH:32]=[CH:33][CH:34]=2)=[O:27])=[N:9][C:10]([C:13]2[CH:18]=[CH:17][C:16]([CH2:19][CH2:20][NH:21][CH2:22][CH2:23][O:24][CH3:25])=[CH:15][CH:14]=2)=[CH:11][N:12]=1.[ClH:35], predict the reaction product.